From a dataset of Catalyst prediction with 721,799 reactions and 888 catalyst types from USPTO. Predict which catalyst facilitates the given reaction. Reactant: ClC1C=C(Cl)C(Cl)=CC=1O[C:11](=[O:27])[C@H:12]([CH3:26])[NH:13][C:14](=[O:25])[CH2:15][C:16]1[CH:21]=[CH:20][CH:19]=[C:18]([N+:22]([O-:24])=[O:23])[CH:17]=1.Cl.[CH2:29]([O:31][C:32](=[O:36])[C@H:33]([CH3:35])[NH2:34])[CH3:30]. Product: [CH2:29]([O:31][C:32](=[O:36])[C@H:33]([CH3:35])[NH:34][C:11](=[O:27])[C@H:12]([CH3:26])[NH:13][C:14](=[O:25])[CH2:15][C:16]1[CH:21]=[CH:20][CH:19]=[C:18]([N+:22]([O-:24])=[O:23])[CH:17]=1)[CH3:30]. The catalyst class is: 25.